The task is: Binary Classification. Given a T-cell receptor sequence (or CDR3 region) and an epitope sequence, predict whether binding occurs between them.. This data is from TCR-epitope binding with 47,182 pairs between 192 epitopes and 23,139 TCRs. (1) The epitope is QECVRGTTVL. The TCR CDR3 sequence is CATNTGTGPTDTQYF. Result: 0 (the TCR does not bind to the epitope). (2) The epitope is GLIYNRMGAVTTEV. The TCR CDR3 sequence is CASSWDWSGYTF. Result: 1 (the TCR binds to the epitope). (3) The epitope is KLSALGINAV. The TCR CDR3 sequence is CASSLGTAITDTQYF. Result: 1 (the TCR binds to the epitope). (4) The epitope is YLDAYNMMI. The TCR CDR3 sequence is CASSLELAGEDYEQYF. Result: 0 (the TCR does not bind to the epitope).